Dataset: Catalyst prediction with 721,799 reactions and 888 catalyst types from USPTO. Task: Predict which catalyst facilitates the given reaction. (1) Reactant: [OH:1][CH2:2][CH:3]([CH2:5][OH:6])[OH:4].[C:7]([OH:16])(=[O:15])[CH2:8][CH2:9][CH2:10][CH2:11][C:12]([OH:14])=[O:13]. Product: [C:7]([OH:16])(=[O:15])[CH2:8][CH2:9][CH2:10][CH2:11][C:12]([OH:14])=[O:13].[OH:1][CH2:2][CH:3]([CH2:5][OH:6])[OH:4]. The catalyst class is: 6. (2) Reactant: [Cl:1][C:2]1[CH:3]=[CH:4][C:5]2[N:6]([CH:8]=[CH:9][N:10]=2)[N:7]=1.C1C(=O)N([I:18])C(=O)C1. Product: [Cl:1][C:2]1[CH:3]=[CH:4][C:5]2[N:6]([C:8]([I:18])=[CH:9][N:10]=2)[N:7]=1. The catalyst class is: 23.